This data is from Forward reaction prediction with 1.9M reactions from USPTO patents (1976-2016). The task is: Predict the product of the given reaction. (1) The product is: [SH:17][C:16]1[N:15]=[C:10]([OH:12])[C:5]2[C@H:4]([CH3:3])[CH2:8][CH2:7][C:6]=2[N:18]=1. Given the reactants [OH-].[K+].[CH3:3][C@@H:4]1[CH2:8][CH2:7][C:6](=O)[CH:5]1[C:10]([O:12]CC)=O.[NH2:15][C:16]([NH2:18])=[S:17], predict the reaction product. (2) Given the reactants [F:1][C:2]1[CH:7]=[C:6](I)[CH:5]=[CH:4][C:3]=1[N:9]1[CH:14]=[C:13]([O:15][CH3:16])[C:12](=[O:17])[C:11]([C:18]2[N:22]([C:23]3[CH:28]=[CH:27][CH:26]=[CH:25][CH:24]=3)[N:21]=[CH:20][CH:19]=2)=[N:10]1.Cl.[F:30][C:31]1([F:37])[CH2:36][CH2:35][CH2:34][NH:33][CH2:32]1.CC1(C)C2C(=C(P(C3C=CC=CC=3)C3C=CC=CC=3)C=CC=2)OC2C(P(C3C=CC=CC=3)C3C=CC=CC=3)=CC=CC1=2, predict the reaction product. The product is: [F:30][C:31]1([F:37])[CH2:36][CH2:35][CH2:34][N:33]([C:6]2[CH:5]=[CH:4][C:3]([N:9]3[CH:14]=[C:13]([O:15][CH3:16])[C:12](=[O:17])[C:11]([C:18]4[N:22]([C:23]5[CH:28]=[CH:27][CH:26]=[CH:25][CH:24]=5)[N:21]=[CH:20][CH:19]=4)=[N:10]3)=[C:2]([F:1])[CH:7]=2)[CH2:32]1. (3) Given the reactants Cl.[NH:2]1[CH2:10][CH2:9][CH2:8][C@@H:3]1[CH2:4][C:5]([OH:7])=[O:6].S(Cl)([Cl:13])=O.[CH3:15]O, predict the reaction product. The product is: [ClH:13].[CH3:15][O:6][C:5](=[O:7])[CH2:4][C@H:3]1[CH2:8][CH2:9][CH2:10][NH:2]1.